Dataset: Peptide-MHC class I binding affinity with 185,985 pairs from IEDB/IMGT. Task: Regression. Given a peptide amino acid sequence and an MHC pseudo amino acid sequence, predict their binding affinity value. This is MHC class I binding data. (1) The peptide sequence is FPFLYKFLL. The MHC is HLA-A30:02 with pseudo-sequence HLA-A30:02. The binding affinity (normalized) is 0. (2) The peptide sequence is TLMKTSCSK. The MHC is HLA-A31:01 with pseudo-sequence HLA-A31:01. The binding affinity (normalized) is 0.328. (3) The peptide sequence is IALPVAWLF. The MHC is HLA-A03:01 with pseudo-sequence HLA-A03:01. The binding affinity (normalized) is 0.0847. (4) The peptide sequence is TQDLFLPFY. The MHC is HLA-B15:01 with pseudo-sequence HLA-B15:01. The binding affinity (normalized) is 0.312. (5) The peptide sequence is EIPGSPGSY. The MHC is HLA-B27:05 with pseudo-sequence HLA-B27:05. The binding affinity (normalized) is 0.0847. (6) The peptide sequence is IAMESIVIW. The MHC is HLA-B53:01 with pseudo-sequence HLA-B53:01. The binding affinity (normalized) is 0.992. (7) The peptide sequence is KVGSDVFAV. The MHC is HLA-A02:03 with pseudo-sequence HLA-A02:03. The binding affinity (normalized) is 0.590.